From a dataset of Reaction yield outcomes from USPTO patents with 853,638 reactions. Predict the reaction yield, written as a fraction of the theoretical maximum amount of product (1.0 means a 100% yield; for example, 0.34 means a 34% yield). (1) The reactants are Cl.[N:2]1[CH:7]=[CH:6][CH:5]=[C:4]([S:8](Cl)(=[O:10])=[O:9])[CH:3]=1.[NH2:12][C:13]1[CH:14]=[CH:15][CH:16]=[C:17]2[C:22]=1[N:21]=[C:20]([C:23]1[CH:28]=[CH:27][CH:26]=[C:25](C(F)(F)F)[CH:24]=1)[N:19]([CH3:33])[C:18]2=[O:34]. The catalyst is N1C=CC=CC=1. The product is [CH3:33][N:19]1[C:18](=[O:34])[C:17]2[C:22](=[C:13]([NH:12][S:8]([C:4]3[CH:3]=[N:2][CH:7]=[CH:6][CH:5]=3)(=[O:10])=[O:9])[CH:14]=[CH:15][CH:16]=2)[N:21]=[C:20]1[C:23]1[CH:28]=[CH:27][CH:26]=[CH:25][CH:24]=1. The yield is 0.530. (2) The reactants are [Br:1][C:2]1[CH:3]=[C:4]2[C:9](=[CH:10][CH:11]=1)[N:8]=[CH:7][N:6]=[C:5]2[C:12]1[CH:13]=[C:14]([CH:18]=[CH:19][CH:20]=1)[C:15]([OH:17])=O.CN(C(ON1N=NC2C=CC=CC1=2)=[N+](C)C)C.F[P-](F)(F)(F)(F)F.CCN(C(C)C)C(C)C.[N:54]1([C:60](=[O:62])[CH3:61])[CH2:59][CH2:58][NH:57][CH2:56][CH2:55]1. The catalyst is C(Cl)Cl. The product is [Br:1][C:2]1[CH:3]=[C:4]2[C:9](=[CH:10][CH:11]=1)[N:8]=[CH:7][N:6]=[C:5]2[C:12]1[CH:13]=[C:14]([CH:18]=[CH:19][CH:20]=1)[C:15]([N:57]1[CH2:58][CH2:59][N:54]([C:60](=[O:62])[CH3:61])[CH2:55][CH2:56]1)=[O:17]. The yield is 1.00. (3) The reactants are C([O:8][C@@H:9]1[C@@H:56]([O:57]CC2C=CC=CC=2)[C@H:55]([O:65][C@@H:66]2[O:95][C@H:94]([CH3:96])[C@@H:85]([O:86]CC3C=CC=CC=3)[C@H:76]([O:77]CC3C=CC=CC=3)[C@H:67]2[O:68]CC2C=CC=CC=2)[C@@H:54]([CH2:97][O:98]CC2C=CC=CC=2)[O:53][C@@H:10]1[O:11][C@H:12]1[C@H:16]([O:17]CC2C=CC=CC=2)[C@@H:15]([CH2:25][O:26]CC2C=CC=CC=2)[N:14](C(OCC2C=CC=CC=2)=O)[C@@H:13]1[CH2:44][O:45]CC1C=CC=CC=1)C1C=CC=CC=1. The catalyst is CO.Cl.[OH-].[Pd+2].[OH-].[C]. The product is [C@@H:66]1([O:65][C@@H:55]2[C@@H:54]([CH2:97][OH:98])[O:53][C@H:10]([O:11][C@H:12]3[C@H:16]([OH:17])[C@@H:15]([CH2:25][OH:26])[NH:14][C@@H:13]3[CH2:44][OH:45])[C@H:9]([OH:8])[C@H:56]2[OH:57])[O:95][C@H:94]([CH3:96])[C@@H:85]([OH:86])[C@H:76]([OH:77])[C@H:67]1[OH:68]. The yield is 0.640. (4) The reactants are [Br:1][CH2:2][CH2:3][CH2:4][CH2:5][O:6][C:7]1[CH:14]=[CH:13][C:10]([CH:11]=O)=[C:9]([OH:15])[CH:8]=1.[OH2:16].[NH2:17][NH2:18]. The catalyst is C(O)C. The product is [N:17](=[CH:11]/[C:10]1[C:9]([OH:16])=[CH:8][C:7]([O:6][CH2:5][CH2:4][CH2:3][CH2:2][Br:1])=[CH:14][CH:13]=1)\[N:18]=[CH:11]\[C:10]1[C:9]([OH:15])=[CH:8][C:7]([O:6][CH2:5][CH2:4][CH2:3][CH2:2][Br:1])=[CH:14][CH:13]=1. The yield is 0.800. (5) The reactants are [CH2:1]([N:8]1[C:16]2[C:11](=[CH:12][CH:13]=[CH:14][C:15]=2[C:17]2[CH:22]=[CH:21][C:20]([O:23][C:24]([F:27])([F:26])[F:25])=[CH:19][CH:18]=2)[CH:10]=[CH:9]1)[C:2]1[CH:7]=[CH:6][CH:5]=[CH:4][CH:3]=1.[C:28](Cl)(=[O:32])[C:29](Cl)=[O:30].[CH2:34]([OH:36])[CH3:35]. No catalyst specified. The product is [CH2:1]([N:8]1[C:16]2[C:11](=[CH:12][CH:13]=[CH:14][C:15]=2[C:17]2[CH:22]=[CH:21][C:20]([O:23][C:24]([F:27])([F:25])[F:26])=[CH:19][CH:18]=2)[C:10]([C:28](=[O:32])[C:29]([O:36][CH2:34][CH3:35])=[O:30])=[CH:9]1)[C:2]1[CH:3]=[CH:4][CH:5]=[CH:6][CH:7]=1. The yield is 0.610. (6) The reactants are C(OP([CH:9]1[C:14](=[O:15])[NH:13][C:12]2[CH:16]=[CH:17][CH:18]=[CH:19][C:11]=2[S:10]1)(=O)OCC)C.[CH2:20]=O.O.C[O-].[Na+]. The catalyst is CO. The product is [CH2:20]=[C:9]1[C:14](=[O:15])[NH:13][C:12]2[CH:16]=[CH:17][CH:18]=[CH:19][C:11]=2[S:10]1. The yield is 0.720. (7) The reactants are [CH3:1][O:2][C:3]1[CH:8]=[CH:7][CH:6]=[C:5]([CH3:9])[CH:4]=1.C(#N)C.C1C(=O)N([Br:20])C(=O)C1. No catalyst specified. The product is [Br:20][C:6]1[CH:7]=[CH:8][C:3]([O:2][CH3:1])=[CH:4][C:5]=1[CH3:9]. The yield is 0.860.